Dataset: Reaction yield outcomes from USPTO patents with 853,638 reactions. Task: Predict the reaction yield, written as a fraction of the theoretical maximum amount of product (1.0 means a 100% yield; for example, 0.34 means a 34% yield). (1) The reactants are C[O:2][C:3]1[CH:8]=[CH:7][C:6]([C:9]2[CH:18]=[C:17]3[C:12]([CH:13]=[CH:14][CH:15]=[N:16]3)=[CH:11][N:10]=2)=[CH:5][CH:4]=1.C1(S)C=CC=CC=1.C(=O)([O-])[O-].[K+].[K+]. The catalyst is CN1CCCC1=O. The product is [N:16]1[C:17]2[C:12](=[CH:11][N:10]=[C:9]([C:6]3[CH:7]=[CH:8][C:3]([OH:2])=[CH:4][CH:5]=3)[CH:18]=2)[CH:13]=[CH:14][CH:15]=1. The yield is 0.710. (2) The reactants are [C:1]([NH:24][CH:25]([CH2:29][CH:30]([CH3:32])[CH3:31])[C:26]([OH:28])=[O:27])(=[O:23])[CH2:2][CH2:3][CH:4]=[CH:5][CH2:6][CH:7]=[CH:8][CH2:9][CH:10]=[CH:11][CH2:12][CH:13]=[CH:14][CH2:15][CH:16]=[CH:17][CH2:18][CH:19]=[CH:20][CH2:21][CH3:22].O[C:34]1[CH:44]=[CH:43][CH:42]=[CH:41][C:35]=1[C:36]([O:38][CH2:39][CH3:40])=[O:37].C1CCC(N=C=NC2CCCCC2)CC1. The catalyst is CC#N.C1COCC1.CN(C1C=CN=CC=1)C. The product is [C:1]([NH:24][CH:25]([CH2:29][CH:30]([CH3:31])[CH3:32])[C:26]([O:28][C:41]1[CH:42]=[CH:43][CH:44]=[CH:34][C:35]=1[C:36]([O:38][CH2:39][CH3:40])=[O:37])=[O:27])(=[O:23])[CH2:2][CH2:3][CH:4]=[CH:5][CH2:6][CH:7]=[CH:8][CH2:9][CH:10]=[CH:11][CH2:12][CH:13]=[CH:14][CH2:15][CH:16]=[CH:17][CH2:18][CH:19]=[CH:20][CH2:21][CH3:22]. The yield is 0.670. (3) The reactants are [Br:1][C:2]1[CH:3]=[C:4]([C:9](=[O:25])[C:10]([C:12]2[CH:17]=[CH:16][C:15]([O:18][CH:19]([F:21])[F:20])=[C:14]([CH2:22][CH2:23][F:24])[CH:13]=2)=[O:11])[CH:5]=[CH:6][C:7]=1F.CN(C=O)C. The catalyst is Cl[Pd](Cl)([P](C1C=CC=CC=1)(C1C=CC=CC=1)C1C=CC=CC=1)[P](C1C=CC=CC=1)(C1C=CC=CC=1)C1C=CC=CC=1.[Cu]I.CCN(CC)CC. The product is [Br:1][C:2]1[CH:3]=[C:4]([C:9](=[O:25])[C:10]([C:12]2[CH:17]=[CH:16][C:15]([O:18][CH:19]([F:21])[F:20])=[C:14]([CH2:22][CH2:23][F:24])[CH:13]=2)=[O:11])[CH:5]=[CH:6][C:7]=1[C:3]#[C:2][CH2:7][CH2:6][CH3:5]. The yield is 0.700. (4) The reactants are Br[CH2:2][C:3]([O:5][CH2:6][CH3:7])=[O:4].[F:8][C:9]1[CH:23]=[CH:22][C:12]([CH:13](Cl)[C:14]2[CH:19]=[CH:18][C:17]([F:20])=[CH:16][CH:15]=2)=[CH:11][CH:10]=1. The catalyst is ClCCl.[Zn].II. The product is [CH2:6]([O:5][C:3](=[O:4])[CH2:2][CH:13]([C:12]1[CH:22]=[CH:23][C:9]([F:8])=[CH:10][CH:11]=1)[C:14]1[CH:15]=[CH:16][C:17]([F:20])=[CH:18][CH:19]=1)[CH3:7]. The yield is 0.800.